From a dataset of Drug-target binding data from BindingDB using Ki measurements. Regression. Given a target protein amino acid sequence and a drug SMILES string, predict the binding affinity score between them. We predict pKi (pKi = -log10(Ki in M); higher means stronger inhibition). Dataset: bindingdb_ki. The drug is CC(C)CC(NC(=O)OCc1ccccc1)C(=O)NC(Cc1ccccc1)C(=O)C(=O)NCC(O)c1ccc(Oc2ccccc2)cc1. The target protein (P17655) has sequence MAGIAAKLAKDREAAEGLGSHDRAIKYLNQDYEALRNECLEAGTLFQDPSFPAIPSALGFKELGPYSSKTRGIEWKRPTEICADPQFIIGGATRTDICQGALGDCWLLAAIASLTLNEEILARVVPLNQSFQENYAGIFHFQFWQYGEWVEVVVDDRLPTKDGELLFVHSAEGSEFWSALLEKAYAKINGCYEALSGGATTEGFEDFTGGIAEWYELKKPPPNLFKIIQKALQKGSLLGCSIDITSAADSEAITFQKLVKGHAYSVTGAEEVESNGSLQKLIRIRNPWGEVEWTGRWNDNCPSWNTIDPEERERLTRRHEDGEFWMSFSDFLRHYSRLEICNLTPDTLTSDTYKKWKLTKMDGNWRRGSTAGGCRNYPNTFWMNPQYLIKLEEEDEDEEDGESGCTFLVGLIQKHRRRQRKMGEDMHTIGFGIYEVPEELSGQTNIHLSKNFFLTNRARERSDTFINLREVLNRFKLPPGEYILVPSTFEPNKDGDFCIR.... The pKi is 9.6.